Predict which catalyst facilitates the given reaction. From a dataset of Catalyst prediction with 721,799 reactions and 888 catalyst types from USPTO. (1) Reactant: Cl.[CH3:2][O:3][C:4](=[O:15])[C@@H:5]([NH2:14])[CH2:6][C:7]1[CH:12]=[CH:11][C:10]([OH:13])=[CH:9][CH:8]=1.[C:16](O[C:16]([O:18][C:19]([CH3:22])([CH3:21])[CH3:20])=[O:17])([O:18][C:19]([CH3:22])([CH3:21])[CH3:20])=[O:17].C(N(CC)CC)C. Product: [CH3:2][O:3][C:4](=[O:15])[C@@H:5]([NH:14][C:16]([O:18][C:19]([CH3:22])([CH3:21])[CH3:20])=[O:17])[CH2:6][C:7]1[CH:12]=[CH:11][C:10]([OH:13])=[CH:9][CH:8]=1. The catalyst class is: 54. (2) Reactant: [CH2:1]([O:8][C:9]1[CH:14]=[CH:13][C:12]([Cl:15])=[CH:11][C:10]=1[CH2:16]O)[C:2]1[CH:7]=[CH:6][CH:5]=[CH:4][CH:3]=1.S(Cl)([Cl:20])=O. Product: [CH2:1]([O:8][C:9]1[CH:14]=[CH:13][C:12]([Cl:15])=[CH:11][C:10]=1[CH2:16][Cl:20])[C:2]1[CH:7]=[CH:6][CH:5]=[CH:4][CH:3]=1. The catalyst class is: 4. (3) Reactant: O[CH2:2][CH2:3][CH2:4][C:5]1[C:6](=[O:12])[NH:7][NH:8][C:9](=[O:11])[CH:10]=1.C1(P(C2C=CC=CC=2)C2C=CC=CC=2)C=CC=CC=1.N(C(OC(C)C)=O)=NC(OC(C)C)=O. Product: [N:7]1[NH:8][C:9](=[O:11])[CH:10]=[C:5]2[CH2:4][CH2:3][CH2:2][O:12][C:6]=12. The catalyst class is: 1. (4) Reactant: [CH3:1][C:2]([CH3:4])=O.[OH:5][C:6]1[CH:7]=[C:8]2[C:13](=[CH:14][CH:15]=1)[C:12](=[O:16])[N:11]([C@@H:17]1[CH2:21][CH2:20][NH:19][CH2:18]1)[CH2:10][CH2:9]2. Product: [OH:5][C:6]1[CH:7]=[C:8]2[C:13](=[CH:14][CH:15]=1)[C:12](=[O:16])[N:11]([C@@H:17]1[CH2:21][CH2:20][N:19]([CH:2]([CH3:4])[CH3:1])[CH2:18]1)[CH2:10][CH2:9]2. The catalyst class is: 5. (5) Reactant: [CH2:1]([O:4][C:5]1([CH3:39])[CH2:10][CH2:9][N:8]([C:11]2[N:16]3[N:17]=[C:18]([C:20]4[CH:25]=[CH:24][CH:23]=[C:22](Br)[CH:21]=4)[CH:19]=[C:15]3[N:14]=[C:13]([CH3:27])[C:12]=2[C@H:28]([O:34][C:35]([CH3:38])([CH3:37])[CH3:36])[C:29]([O:31][CH2:32][CH3:33])=[O:30])[CH2:7][CH2:6]1)[CH:2]=[CH2:3].[F:40][C:41]1[CH:46]=[CH:45][C:44](B(O)O)=[C:43]([OH:50])[CH:42]=1.CN(C=O)C.C([O-])([O-])=O.[Na+].[Na+]. Product: [CH2:1]([O:4][C:5]1([CH3:39])[CH2:10][CH2:9][N:8]([C:11]2[N:16]3[N:17]=[C:18]([C:20]4[CH:21]=[C:22]([C:44]5[CH:45]=[CH:46][C:41]([F:40])=[CH:42][C:43]=5[OH:50])[CH:23]=[CH:24][CH:25]=4)[CH:19]=[C:15]3[N:14]=[C:13]([CH3:27])[C:12]=2[C@H:28]([O:34][C:35]([CH3:38])([CH3:37])[CH3:36])[C:29]([O:31][CH2:32][CH3:33])=[O:30])[CH2:7][CH2:6]1)[CH:2]=[CH2:3]. The catalyst class is: 518. (6) Reactant: [CH2:1](CN)[C:2]1[CH:7]=[CH:6][CH:5]=[CH:4][CH:3]=1.[CH3:10][O:11][C:12]1[CH:13]=[C:14]([CH:17]=[C:18]([O:22][CH3:23])[C:19]=1[O:20][CH3:21])[CH:15]=O.CCCCCCC.C(OCC)(=O)C.[CH:37]([NH2:40])(C)C. Product: [CH2:1]([N:40]([CH3:37])[CH2:15][C:14]1[CH:13]=[C:12]([O:11][CH3:10])[C:19]([O:20][CH3:21])=[C:18]([O:22][CH3:23])[CH:17]=1)[C:2]1[CH:3]=[CH:4][CH:5]=[CH:6][CH:7]=1. The catalyst class is: 1.